Task: Predict the product of the given reaction.. Dataset: Forward reaction prediction with 1.9M reactions from USPTO patents (1976-2016) (1) Given the reactants [C:1]([C:4]1[CH:9]=[CH:8][CH:7]=[CH:6][C:5]=1[C:10](=[O:43])[CH2:11][N:12]1[C:21](=[O:22])[C:20]2[N:19]([CH2:23][CH:24]=[C:25]([CH3:27])[CH3:26])[C:18]([N:28]3[CH2:33][CH2:32][CH2:31][CH:30]([NH:34][C:35]([O:37][C:38]([CH3:41])([CH3:40])[CH3:39])=[O:36])[CH2:29]3)=[N:17][C:16]=2[N:15]([CH3:42])[C:13]1=[O:14])([OH:3])=O.C(=O)([O-])[O-].[NH4+].[NH4+].[N:50]1(OC(N(C)C)=[N+](C)C)C2C=CC=CC=2N=N1.F[B-](F)(F)F.OC1C2N=NNC=2C=CC=1, predict the reaction product. The product is: [OH:43][C:10]1([CH2:11][N:12]2[C:21](=[O:22])[C:20]3[N:19]([CH2:23][CH:24]=[C:25]([CH3:27])[CH3:26])[C:18]([N:28]4[CH2:33][CH2:32][CH2:31][CH:30]([NH:34][C:35]([O:37][C:38]([CH3:39])([CH3:40])[CH3:41])=[O:36])[CH2:29]4)=[N:17][C:16]=3[N:15]([CH3:42])[C:13]2=[O:14])[C:5]2[C:4](=[CH:9][CH:8]=[CH:7][CH:6]=2)[C:1](=[O:3])[NH:50]1. (2) The product is: [ClH:88].[NH2:79][C:82]1[CH:90]=[CH:89][C:85]([C:86]([N:14]2[CH2:15][C@H:16]([NH:19][C:20](=[O:32])[C@@H:21]([NH:23][CH3:31])[CH3:22])[C:17](=[O:18])[N:11]([CH2:10][C:3]3[C:4]4[CH:9]=[CH:8][CH:7]=[CH:6][C:5]=4[O:1][N:2]=3)[C:12]3[CH:36]=[CH:35][CH:34]=[CH:33][C:13]2=3)=[O:87])=[CH:84][CH:83]=1. Given the reactants [O:1]1[C:5]2[CH:6]=[CH:7][CH:8]=[CH:9][C:4]=2[C:3]([CH2:10][N:11]2[C:17](=[O:18])[C@@H:16]([NH:19][C:20](=[O:32])[C@@H:21]([N:23]([CH3:31])C(=O)OC(C)(C)C)[CH3:22])[CH2:15][NH:14][C:13]3[CH:33]=[CH:34][CH:35]=[CH:36][C:12]2=3)=[N:2]1.O1C2C=CC=CC=2C(CN2C[C@H](NC(=O)[C@@H](N(C)C(=O)OC(C)(C)C)C)C(=O)NC3C=CC=CC2=3)=N1.N1C=CC=CC=1.[N+:79]([C:82]1[CH:90]=[CH:89][C:85]([C:86]([Cl:88])=[O:87])=[CH:84][CH:83]=1)([O-])=O, predict the reaction product. (3) The product is: [O:50]=[C:47]1[C:48]2[C:44](=[CH:43][CH:42]=[C:41]([C:38]3[CH:37]=[CH:36][C:35]([NH:34][C:66](=[O:67])[C:65]4[CH:69]=[CH:70][C:62]([C:61]([F:60])([F:71])[F:72])=[CH:63][CH:64]=4)=[CH:40][CH:39]=3)[CH:49]=2)[CH2:45][N:46]1[C@@H:51]1[CH2:55][CH2:54][CH2:53][C@@H:52]1[C:56]([O:58][CH3:59])=[O:57]. Given the reactants C(NC1C=CC(C2C=C3C(CN([C@@H](C(C)C)C(OC)=O)C3=O)=CC=2)=CC=1)(=O)C1C=CC=CC=1.[NH2:34][C:35]1[CH:40]=[CH:39][C:38]([C:41]2[CH:49]=[C:48]3[C:44]([CH2:45][N:46]([C@@H:51]4[CH2:55][CH2:54][CH2:53][C@@H:52]4[C:56]([O:58][CH3:59])=[O:57])[C:47]3=[O:50])=[CH:43][CH:42]=2)=[CH:37][CH:36]=1.[F:60][C:61]([F:72])([F:71])[C:62]1[CH:70]=[CH:69][C:65]([C:66](Cl)=[O:67])=[CH:64][CH:63]=1, predict the reaction product. (4) Given the reactants [Si:1]([O:8][CH2:9][CH:10]([C:12]1[CH:17]=[CH:16][C:15]([B:18]([OH:20])[OH:19])=[CH:14][CH:13]=1)C)([C:4]([CH3:7])([CH3:6])[CH3:5])([CH3:3])[CH3:2].Br[C:22]1C=CC(CC(O[Si](C(C)(C)C)(C)C)C)=CC=1, predict the reaction product. The product is: [Si:1]([O:8][CH:9]([CH3:22])[CH2:10][C:12]1[CH:13]=[CH:14][C:15]([B:18]([OH:19])[OH:20])=[CH:16][CH:17]=1)([C:4]([CH3:5])([CH3:6])[CH3:7])([CH3:2])[CH3:3]. (5) Given the reactants C=[C:2]1[C:11]2[C:6](=[CH:7][CH:8]=[CH:9][N:10]=2)[N:5]([C:12]([O:14][C:15]([CH3:18])([CH3:17])[CH3:16])=[O:13])[CH2:4][CH2:3]1.CO.C([O-])(O)=[O:22].[Na+].CSC, predict the reaction product. The product is: [O:22]=[C:2]1[C:11]2[C:6](=[CH:7][CH:8]=[CH:9][N:10]=2)[N:5]([C:12]([O:14][C:15]([CH3:18])([CH3:17])[CH3:16])=[O:13])[CH2:4][CH2:3]1. (6) Given the reactants [C:1]([Si:5]([O:8]/[C:9](/[C:12]1[CH:17]=[CH:16][CH:15]=[C:14](Cl)[CH:13]=1)=[CH:10]\[CH3:11])([CH3:7])[CH3:6])([CH3:4])([CH3:3])[CH3:2].[N+:19](CCC(C1C=CC=CC=1)=O)([O-:21])=[O:20].[Si](OS(C(F)(F)F)(=O)=O)(C(C)(C)C)(C)C.CCN(CC)CC, predict the reaction product. The product is: [C:1]([Si:5]([O:8]/[C:9](/[C:12]1[CH:17]=[CH:16][CH:15]=[C:14]([N+:19]([O-:21])=[O:20])[CH:13]=1)=[CH:10]\[CH3:11])([CH3:7])[CH3:6])([CH3:4])([CH3:3])[CH3:2]. (7) The product is: [O:9]=[C:7]([CH2:14][C:15](=[O:16])[CH3:17])[C:6]([O:12][CH3:13])=[O:11]. Given the reactants C[O-].[Na+].CO.[C:6]([O:12][CH3:13])(=[O:11])[C:7]([O:9]C)=O.[CH3:14][C:15]([CH3:17])=[O:16], predict the reaction product.